Dataset: Catalyst prediction with 721,799 reactions and 888 catalyst types from USPTO. Task: Predict which catalyst facilitates the given reaction. (1) Reactant: C(NC(C)C)(C)C.[Li]CCCC.[CH2:13]([N:20]1[C:24]([CH3:26])([CH3:25])[CH2:23][CH2:22][C:21]1=[O:27])[C:14]1[CH:19]=[CH:18][CH:17]=[CH:16][CH:15]=1.[C:28](=O)([O:31]C)[O:29][CH3:30]. Product: [CH2:13]([N:20]1[C:24]([CH3:25])([CH3:26])[CH2:23][CH:22]([C:28]([O:29][CH3:30])=[O:31])[C:21]1=[O:27])[C:14]1[CH:19]=[CH:18][CH:17]=[CH:16][CH:15]=1. The catalyst class is: 1. (2) Reactant: [F:1][C:2]([F:26])([F:25])[C@H:3]1[CH2:8][CH2:7][C@H:6]([NH:9][C:10](=[O:24])[C:11]2[CH:16]=[C:15]([N+:17]([O-:19])=[O:18])[C:14]([NH:20][CH3:21])=[C:13]([CH3:22])[C:12]=2Cl)[CH2:5][CH2:4]1.[CH:27]12[CH2:32][CH:31]1[CH2:30][NH:29][CH2:28]2.CCN(C(C)C)C(C)C. Product: [F:1][C:2]([F:26])([F:25])[C@H:3]1[CH2:8][CH2:7][C@H:6]([NH:9][C:10](=[O:24])[C:11]2[CH:16]=[C:15]([N+:17]([O-:19])=[O:18])[C:14]([NH:20][CH3:21])=[C:13]([CH3:22])[C:12]=2[N:29]2[CH2:30][CH:31]3[CH:27]([CH2:32]3)[CH2:28]2)[CH2:5][CH2:4]1. The catalyst class is: 12. (3) Reactant: C(=O)(O)[O-].[Na+].[N:6]#[C:7]Br.[Si:9]([O:16][CH2:17][CH2:18][NH:19][C:20]1[CH:25]=[CH:24][C:23]([NH:26][C:27]([C:29]2[C:34]([C:35]([NH:37][C:38]3[CH:43]=[CH:42][C:41]([C:44]#[N:45])=[CH:40][N:39]=3)=[O:36])=[N:33][CH:32]=[CH:31][N:30]=2)=[O:28])=[CH:22][CH:21]=1)([C:12]([CH3:15])([CH3:14])[CH3:13])([CH3:11])[CH3:10].O. Product: [Si:9]([O:16][CH2:17][CH2:18][N:19]([C:7]#[N:6])[C:20]1[CH:21]=[CH:22][C:23]([NH:26][C:27]([C:29]2[C:34]([C:35]([NH:37][C:38]3[CH:43]=[CH:42][C:41]([C:44]#[N:45])=[CH:40][N:39]=3)=[O:36])=[N:33][CH:32]=[CH:31][N:30]=2)=[O:28])=[CH:24][CH:25]=1)([C:12]([CH3:15])([CH3:13])[CH3:14])([CH3:10])[CH3:11]. The catalyst class is: 410. (4) Reactant: C(OC([N:8]1[C:12]2[N:13]=[CH:14][N:15]=[C:16]([N:17]3[CH2:24][C:21]4([CH2:23][CH2:22]4)[N:20]([S:25](=[O:33])(=[O:32])[NH:26][CH2:27][CH2:28][CH2:29][C:30]#[N:31])[CH2:19][CH2:18]3)[C:11]=2[CH:10]=[CH:9]1)=O)(C)(C)C.C(O)(C(F)(F)F)=O. Product: [C:30]([CH2:29][CH2:28][CH2:27][NH:26][S:25]([N:20]1[CH2:19][CH2:18][N:17]([C:16]2[C:11]3[CH:10]=[CH:9][NH:8][C:12]=3[N:13]=[CH:14][N:15]=2)[CH2:24][C:21]21[CH2:23][CH2:22]2)(=[O:33])=[O:32])#[N:31]. The catalyst class is: 1. (5) Product: [N+:20](=[CH:19][C:10](=[O:11])[CH2:9][C:6]1[CH:7]=[CH:8][C:3]([C:2]([F:14])([F:13])[F:1])=[CH:4][CH:5]=1)=[N-:21]. The catalyst class is: 577. Reactant: [F:1][C:2]([F:14])([F:13])[C:3]1[CH:8]=[CH:7][C:6]([CH2:9][C:10](Cl)=[O:11])=[CH:5][CH:4]=1.C[Si]([CH:19]=[N+:20]=[N-:21])(C)C.C(OCC)C. (6) The catalyst class is: 274. Reactant: Br[C:2]1[CH:3]=[C:4]2[C:9](=[CH:10][CH:11]=1)[N:8]=[C:7]([CH3:12])[CH:6]=[CH:5]2.[C:13]([O:22][CH2:23][CH3:24])(=[O:21])/[CH:14]=[CH:15]\[C:16]([O:18][CH2:19][CH3:20])=[O:17].C1(C)C=CC=CC=1P(C1C=CC=CC=1C)C1C=CC=CC=1C.C(=O)([O-])[O-].[K+].[K+]. Product: [CH2:19]([O:18][C:16](=[O:17])[C:15]([C:2]1[CH:3]=[C:4]2[C:9](=[CH:10][CH:11]=1)[N:8]=[C:7]([CH3:12])[CH:6]=[CH:5]2)=[CH:14][C:13]([O:22][CH2:23][CH3:24])=[O:21])[CH3:20]. (7) The catalyst class is: 1. Reactant: [C:1]([C:3]1[CH:8]=[CH:7][C:6]([C@@H:9]2[C:14]([C:15]([O:17][CH2:18][CH:19]=[CH2:20])=[O:16])=[C:13]([CH3:21])[N:12]([C:22]3[CH:27]=[CH:26][CH:25]=[C:24]([C:28]([F:31])([F:30])[F:29])[CH:23]=3)[C:11](=[O:32])[NH:10]2)=[C:5]([S:33]([CH3:36])(=[O:35])=[O:34])[CH:4]=1)#[N:2].[CH3:37][Si](C)(C)[N-][Si](C)(C)C.[Li+].IC. Product: [C:1]([C:3]1[CH:8]=[CH:7][C:6]([C@@H:9]2[C:14]([C:15]([O:17][CH2:18][CH:19]=[CH2:20])=[O:16])=[C:13]([CH3:21])[N:12]([C:22]3[CH:27]=[CH:26][CH:25]=[C:24]([C:28]([F:30])([F:29])[F:31])[CH:23]=3)[C:11](=[O:32])[N:10]2[CH3:37])=[C:5]([S:33]([CH3:36])(=[O:34])=[O:35])[CH:4]=1)#[N:2]. (8) Reactant: [Cl:1][C:2]1[S:29][C:5]2[O:6][C:7]3[CH:27]=[C:26]([CH3:28])[CH:25]=[CH:24][C:8]=3[N:9]=[C:10]([N:11]3[CH2:16][CH2:15][N:14]([CH2:17][C:18]([CH3:23])([CH3:22])[C:19]([OH:21])=[O:20])[CH2:13][CH2:12]3)[C:4]=2[CH:3]=1.C(#N)C.[ClH:33]. Product: [ClH:1].[ClH:33].[Cl:1][C:2]1[S:29][C:5]2[O:6][C:7]3[CH:27]=[C:26]([CH3:28])[CH:25]=[CH:24][C:8]=3[N:9]=[C:10]([N:11]3[CH2:12][CH2:13][N:14]([CH2:17][C:18]([CH3:23])([CH3:22])[C:19]([OH:21])=[O:20])[CH2:15][CH2:16]3)[C:4]=2[CH:3]=1. The catalyst class is: 12. (9) Reactant: [O:1]1[CH2:4][CH:3]([CH2:5][OH:6])[CH2:2]1.[CH3:7][S:8](Cl)(=[O:10])=[O:9]. Product: [CH3:7][S:8]([O:6][CH2:5][CH:3]1[CH2:4][O:1][CH2:2]1)(=[O:10])=[O:9]. The catalyst class is: 2. (10) Reactant: [CH3:1][N:2]1[CH2:7][CH2:6][CH:5]([O:8][CH:9]2[C:18]3[CH:19]=[CH:20][CH:21]=[CH:22][C:17]=3[CH2:16][CH2:15][N:14]3[C:10]2=[N:11][C:12]([C:26]2[CH:31]=[CH:30][CH:29]=[CH:28][CH:27]=2)=[C:13]3[C:23](O)=[O:24])[CH2:4][CH2:3]1.O. Product: [CH3:1][N:2]1[CH2:7][CH2:6][CH:5]([O:8][CH:9]2[C:18]3[CH:19]=[CH:20][CH:21]=[CH:22][C:17]=3[CH2:16][CH2:15][N:14]3[C:10]2=[N:11][C:12]([C:26]2[CH:27]=[CH:28][CH:29]=[CH:30][CH:31]=2)=[C:13]3[CH2:23][OH:24])[CH2:4][CH2:3]1. The catalyst class is: 1.